The task is: Predict the product of the given reaction.. This data is from Forward reaction prediction with 1.9M reactions from USPTO patents (1976-2016). (1) Given the reactants [F:1][C:2]1[CH:10]=[CH:9][C:8]2[NH:7][C:6]3[CH2:11][CH2:12][NH:13][C:14](=[O:15])[C:5]=3[C:4]=2[CH:3]=1.[H-].[Na+].[CH2:18](I)[CH3:19], predict the reaction product. The product is: [CH2:18]([N:7]1[C:8]2[CH:9]=[CH:10][C:2]([F:1])=[CH:3][C:4]=2[C:5]2[C:14](=[O:15])[NH:13][CH2:12][CH2:11][C:6]1=2)[CH3:19]. (2) Given the reactants [CH3:1][N:2]1[C:6]2[CH:7]=[CH:8][C:9]([C:11]([OH:13])=O)=[CH:10][C:5]=2[N:4]=[C:3]1[NH:14][C:15]1[S:16][C:17]2[CH:23]=[C:22]([C:24]([F:27])([F:26])[F:25])[CH:21]=[CH:20][C:18]=2[N:19]=1.[CH3:28][O:29][CH2:30][CH2:31][NH2:32].CN(C(ON1N=NC2C=CC=CC1=2)=[N+](C)C)C.F[P-](F)(F)(F)(F)F.CCN(C(C)C)C(C)C, predict the reaction product. The product is: [CH3:28][O:29][CH2:30][CH2:31][NH:32][C:11]([C:9]1[CH:8]=[CH:7][C:6]2[N:2]([CH3:1])[C:3]([NH:14][C:15]3[S:16][C:17]4[CH:23]=[C:22]([C:24]([F:27])([F:25])[F:26])[CH:21]=[CH:20][C:18]=4[N:19]=3)=[N:4][C:5]=2[CH:10]=1)=[O:13]. (3) Given the reactants [NH2:1][C:2]1[CH:11]=[C:10]2[C:5]([CH:6]([CH2:12][CH2:13][CH2:14][CH3:15])[O:7][C:8]2=[O:9])=[CH:4][CH:3]=1.[C:16]1(=[O:22])[O:21][C:19](=[O:20])[CH2:18][CH2:17]1, predict the reaction product. The product is: [CH2:12]([CH:6]1[C:5]2[C:10](=[CH:11][C:2]([NH:1][C:16](=[O:22])[CH2:17][CH2:18][C:19]([OH:21])=[O:20])=[CH:3][CH:4]=2)[C:8](=[O:9])[O:7]1)[CH2:13][CH2:14][CH3:15]. (4) Given the reactants [F:1][CH:2]1[CH2:7][CH2:6][N:5]([CH:8]2[CH2:13][CH2:12][N:11](C(OC(C)(C)C)=O)[CH2:10][CH2:9]2)[CH2:4][CH2:3]1, predict the reaction product. The product is: [F:1][CH:2]1[CH2:3][CH2:4][N:5]([CH:8]2[CH2:13][CH2:12][NH:11][CH2:10][CH2:9]2)[CH2:6][CH2:7]1. (5) Given the reactants Cl.[CH3:2][O:3][C:4]1[C:12]2[O:11][C:10]([CH3:14])([CH3:13])[CH2:9][C:8]=2[C:7]([C:15]2[C:16]([CH3:28])([CH3:27])[C:17](=[O:26])[N:18]([CH:20]3[CH2:25][CH2:24][NH:23][CH2:22][CH2:21]3)[N:19]=2)=[CH:6][CH:5]=1.[CH:29]1[C:38]2[C:33](=[CH:34][CH:35]=[CH:36][CH:37]=2)[CH:32]=[CH:31][C:30]=1[S:39](Cl)(=[O:41])=[O:40], predict the reaction product. The product is: [CH3:2][O:3][C:4]1[C:12]2[O:11][C:10]([CH3:14])([CH3:13])[CH2:9][C:8]=2[C:7]([C:15]2[C:16]([CH3:28])([CH3:27])[C:17](=[O:26])[N:18]([CH:20]3[CH2:25][CH2:24][N:23]([S:39]([C:30]4[CH:31]=[CH:32][C:33]5[C:38](=[CH:37][CH:36]=[CH:35][CH:34]=5)[CH:29]=4)(=[O:41])=[O:40])[CH2:22][CH2:21]3)[N:19]=2)=[CH:6][CH:5]=1. (6) Given the reactants [CH2:1]([O:3][C:4](=[O:33])[CH2:5][C:6]1[CH:7]=[N:8][CH:9]=[C:10]([C:12]2[CH:17]=[CH:16][C:15]([C:18]([F:21])([F:20])[F:19])=[CH:14][C:13]=2[CH2:22][N:23](C(OC(C)(C)C)=O)[CH2:24][CH3:25])[CH:11]=1)[CH3:2].[ClH:34], predict the reaction product. The product is: [ClH:34].[ClH:34].[CH2:1]([O:3][C:4](=[O:33])[CH2:5][C:6]1[CH:7]=[N:8][CH:9]=[C:10]([C:12]2[CH:17]=[CH:16][C:15]([C:18]([F:20])([F:19])[F:21])=[CH:14][C:13]=2[CH2:22][NH:23][CH2:24][CH3:25])[CH:11]=1)[CH3:2]. (7) Given the reactants [NH:1]1[C:5]2=[N:6][CH:7]=[CH:8][CH:9]=[C:4]2[C:3]([CH2:10][N:11]2[C:15]3=[N:16][C:17]([C:20]4[CH:21]=[N:22][N:23](C)[CH:24]=4)=[CH:18][N:19]=[C:14]3[N:13]=[N:12]2)=[CH:2]1.[C:26]([O-])(=O)[CH3:27].[Na+].[CH2:31]=[O:32].[OH-:33].[Na+], predict the reaction product. The product is: [OH:32][CH2:31][C:8]1[N:1]2[CH:2]=[C:3]([CH2:10][N:11]3[C:15]4=[N:16][C:17]([C:20]5[CH:24]=[N:23][N:22]([CH2:26][CH2:27][OH:33])[CH:21]=5)=[CH:18][N:19]=[C:14]4[N:13]=[N:12]3)[CH:9]=[CH:4][C:5]2=[N:6][CH:7]=1.